From a dataset of Full USPTO retrosynthesis dataset with 1.9M reactions from patents (1976-2016). Predict the reactants needed to synthesize the given product. (1) Given the product [Br:1][C:2]1[CH:6]=[C:5]([C:7]([NH:8][C:9]2[C:10]([C:11]([NH:29][CH3:28])=[O:13])=[CH:14][C:15]([C:19]#[N:20])=[CH:16][C:17]=2[CH3:18])=[O:12])[N:4]([C:21]2[C:26]([Cl:27])=[CH:25][CH:24]=[CH:23][N:22]=2)[N:3]=1, predict the reactants needed to synthesize it. The reactants are: [Br:1][C:2]1[CH:6]=[C:5]([C:7]2[O:12][C:11](=[O:13])[C:10]3[CH:14]=[C:15]([C:19]#[N:20])[CH:16]=[C:17]([CH3:18])[C:9]=3[N:8]=2)[N:4]([C:21]2[C:26]([Cl:27])=[CH:25][CH:24]=[CH:23][N:22]=2)[N:3]=1.[CH3:28][NH2:29]. (2) Given the product [OH:3][CH2:4][C:6]1[C:14]2[CH2:13][CH2:12][N:11]([C:15]3[CH:20]=[CH:19][C:18]([N:21]4[CH:26]=[CH:25][CH:24]=[CH:23][C:22]4=[O:27])=[CH:17][CH:16]=3)[C:10](=[O:28])[C:9]=2[N:8]([C:29]2[CH:30]=[CH:31][C:32]([O:35][CH3:36])=[CH:33][CH:34]=2)[N:7]=1, predict the reactants needed to synthesize it. The reactants are: C([O:3][C:4]([C:6]1[C:14]2[CH2:13][CH2:12][N:11]([C:15]3[CH:20]=[CH:19][C:18]([N:21]4[CH:26]=[CH:25][CH:24]=[CH:23][C:22]4=[O:27])=[CH:17][CH:16]=3)[C:10](=[O:28])[C:9]=2[N:8]([C:29]2[CH:34]=[CH:33][C:32]([O:35][CH3:36])=[CH:31][CH:30]=2)[N:7]=1)=O)C.[Li+].[BH4-]. (3) Given the product [C:27]([C:22]1[CH:23]=[CH:24][C:25]([O:1][CH2:2][C:3]2[CH:4]=[CH:5][C:6]([S:9][C:10]3[CH:11]=[N:12][CH:13]=[C:14]([CH:17]=3)[C:15]#[N:16])=[CH:7][CH:8]=2)=[C:20]([CH2:18][CH3:19])[C:21]=1[OH:30])(=[O:29])[CH3:28], predict the reactants needed to synthesize it. The reactants are: [OH:1][CH2:2][C:3]1[CH:8]=[CH:7][C:6]([S:9][C:10]2[CH:11]=[N:12][CH:13]=[C:14]([CH:17]=2)[C:15]#[N:16])=[CH:5][CH:4]=1.[CH2:18]([C:20]1[C:21]([OH:30])=[C:22]([C:27](=[O:29])[CH3:28])[CH:23]=[CH:24][C:25]=1O)[CH3:19]. (4) Given the product [CH3:16][N:17]([CH2:19][C:14]1[N:10]([C:5]2[CH:4]=[CH:3][C:2]([F:1])=[CH:9][C:6]=2[C:7]#[N:8])[CH:11]=[N:12][C:13]=1[CH3:15])[CH3:18], predict the reactants needed to synthesize it. The reactants are: [F:1][C:2]1[CH:3]=[CH:4][C:5]([N:10]2[CH:14]=[C:13]([CH3:15])[N:12]=[CH:11]2)=[C:6]([CH:9]=1)[C:7]#[N:8].[CH3:16][N+:17]([CH3:19])=[CH2:18].[I-]. (5) Given the product [Cl:9][C:10]1[CH:11]=[C:12]([C:16]2[C:17]3[N:26]([CH2:27][C@H:28]4[CH2:29][CH2:30][C@H:31]([CH3:34])[CH2:32][CH2:33]4)[C:25]([CH:35]([F:43])[C:36]4[CH:41]=[CH:40][CH:39]=[CH:38][C:37]=4[F:42])=[CH:24][C:18]=3[N:19]=[C:20]([C:22](=[N:1][OH:2])[NH2:23])[N:21]=2)[CH:13]=[N:14][CH:15]=1, predict the reactants needed to synthesize it. The reactants are: [NH2:1][OH:2].Cl.C([O-])(O)=O.[Na+].[Cl:9][C:10]1[CH:11]=[C:12]([C:16]2[C:17]3[N:26]([CH2:27][C@H:28]4[CH2:33][CH2:32][C@H:31]([CH3:34])[CH2:30][CH2:29]4)[C:25]([CH:35]([F:43])[C:36]4[CH:41]=[CH:40][CH:39]=[CH:38][C:37]=4[F:42])=[CH:24][C:18]=3[N:19]=[C:20]([C:22]#[N:23])[N:21]=2)[CH:13]=[N:14][CH:15]=1.